Predict the reaction yield, written as a fraction of the theoretical maximum amount of product (1.0 means a 100% yield; for example, 0.34 means a 34% yield). From a dataset of Reaction yield outcomes from USPTO patents with 853,638 reactions. (1) The reactants are [CH:1]1([CH2:4][N:5]2[CH2:10][CH2:9][N:8]([C:11](OC(C)(C)C)=O)[CH2:7][CH2:6]2)[CH2:3][CH2:2]1.Cl.ClC[C@H:21]1[CH2:23][O:22]1.[OH-].[Na+]. The catalyst is ClCCl.O1CCOCC1. The product is [CH:1]1([CH2:4][N:5]2[CH2:6][CH2:7][N:8]([CH2:11][C@@H:21]3[CH2:23][O:22]3)[CH2:9][CH2:10]2)[CH2:2][CH2:3]1. The yield is 0.570. (2) The reactants are F[C:2]1[CH:7]=[CH:6][C:5]([F:8])=[CH:4][C:3]=1[N+:9]([O-:11])=[O:10].[C:12]1([OH:18])[CH:17]=[CH:16][CH:15]=[CH:14][CH:13]=1.C([O-])([O-])=O.[K+].[K+]. The catalyst is CN(C=O)C. The product is [F:8][C:5]1[CH:6]=[CH:7][C:2]([O:18][C:12]2[CH:17]=[CH:16][CH:15]=[CH:14][CH:13]=2)=[C:3]([N+:9]([O-:11])=[O:10])[CH:4]=1. The yield is 0.920.